Dataset: Catalyst prediction with 721,799 reactions and 888 catalyst types from USPTO. Task: Predict which catalyst facilitates the given reaction. (1) Reactant: [C:1]([C:3]1[CH:4]=[C:5]([CH2:16][C:17]([O:19]C(C)(C)C)=O)[CH:6]=[CH:7][C:8]=1[C:9]1[CH:14]=[CH:13][N:12]=[C:11]([F:15])[CH:10]=1)#[N:2].[C:24](O)([C:26](F)(F)F)=[O:25].N1C=CN=CC=1[C:37]1[CH:38]=[CH:39][C:40]([NH2:43])=[N:41][CH:42]=1.CCN(C(C)C)C(C)C.F[P-](F)(F)(F)(F)F.N1(OC(N(C)C)=[N+](C)C)[C:64]2[N:65]=[CH:66][CH:67]=C[C:63]=2[N:62]=N1. Product: [C:24]([N:62]1[CH2:63][CH2:64][N:65]([C:37]2[CH:38]=[CH:39][C:40]([NH:43][C:17](=[O:19])[CH2:16][C:5]3[CH:6]=[CH:7][C:8]([C:9]4[CH:14]=[CH:13][N:12]=[C:11]([F:15])[CH:10]=4)=[C:3]([C:1]#[N:2])[CH:4]=3)=[N:41][CH:42]=2)[CH2:66][CH2:67]1)(=[O:25])[CH3:26]. The catalyst class is: 2. (2) Reactant: [OH-:1].[K+].[O:3]=[C:4]1[C:13]2[C:8](=[CH:9][C:10]([C:14]#N)=[CH:11][CH:12]=2)[S:7][C:6]2[CH2:16][CH2:17][CH2:18][CH2:19][CH2:20][CH2:21][C:5]1=2.[OH2:22].Cl. Product: [O:3]=[C:4]1[C:13]2[C:8](=[CH:9][C:10]([C:14]([OH:22])=[O:1])=[CH:11][CH:12]=2)[S:7][C:6]2[CH2:16][CH2:17][CH2:18][CH2:19][CH2:20][CH2:21][C:5]1=2. The catalyst class is: 196.